Predict which catalyst facilitates the given reaction. From a dataset of Catalyst prediction with 721,799 reactions and 888 catalyst types from USPTO. (1) Reactant: P([O-])([O-])([O-])=O.[K+].[K+].[K+].[CH3:9][N:10]1[CH:15]=[CH:14][C:13](B(O)O)=[CH:12][C:11]1=[O:19].Cl[C:21]1[CH:22]=[CH:23][C:24]2[N:30]3[CH2:31][C@H:27]([CH2:28][CH2:29]3)[N:26]([C:32]([NH:34][C:35]3[CH:40]=[N:39][CH:38]=[CH:37][N:36]=3)=[O:33])[C:25]=2[N:41]=1.CC(C1C=C(C(C)C)C(C2C=CC=CC=2P(C2CCCCC2)C2CCCCC2)=C(C(C)C)C=1)C. The catalyst class is: 127. Product: [CH3:9][N:10]1[CH:15]=[CH:14][C:13]([C:21]2[CH:22]=[CH:23][C:24]3[N:30]4[CH2:31][C@H:27]([CH2:28][CH2:29]4)[N:26]([C:32]([NH:34][C:35]4[CH:40]=[N:39][CH:38]=[CH:37][N:36]=4)=[O:33])[C:25]=3[N:41]=2)=[CH:12][C:11]1=[O:19]. (2) Reactant: [NH2:1][C:2]1[CH:10]=[CH:9][CH:8]=[C:7]2[C:3]=1[CH2:4][N:5]([CH:12]1[CH2:17][CH2:16][C:15](=[O:18])[NH:14][C:13]1=[O:19])[C:6]2=[O:11].[CH3:20][C:21]1[O:27][C:24]([CH:25]=O)=[CH:23][CH:22]=1.C(O[BH-](OC(=O)C)OC(=O)C)(=O)C.[Na+]. Product: [CH3:25][C:24]1[O:27][C:21]([CH2:20][NH:1][C:2]2[CH:10]=[CH:9][CH:8]=[C:7]3[C:3]=2[CH2:4][N:5]([CH:12]2[CH2:17][CH2:16][C:15](=[O:18])[NH:14][C:13]2=[O:19])[C:6]3=[O:11])=[CH:22][CH:23]=1. The catalyst class is: 100.